This data is from Forward reaction prediction with 1.9M reactions from USPTO patents (1976-2016). The task is: Predict the product of the given reaction. (1) Given the reactants Br[C:2]1[S:3][CH:4]=[C:5]([C:7]2[CH:12]=[CH:11][C:10]([NH:13][S:14]([C:17]([F:20])([F:19])[F:18])(=[O:16])=[O:15])=[CH:9][C:8]=2[Cl:21])[N:6]=1.[CH3:22][N:23]1[CH2:28][CH2:27][N:26]([C:29]2[CH:34]=[C:33](B3OC(C)(C)C(C)(C)O3)[CH:32]=[CH:31][N:30]=2)[CH2:25][CH2:24]1.C(=O)([O-])[O-].[K+].[K+].CN(C)C=O, predict the reaction product. The product is: [Cl:21][C:8]1[CH:9]=[C:10]([NH:13][S:14]([C:17]([F:20])([F:19])[F:18])(=[O:16])=[O:15])[CH:11]=[CH:12][C:7]=1[C:5]1[N:6]=[C:2]([C:33]2[CH:32]=[CH:31][N:30]=[C:29]([N:26]3[CH2:25][CH2:24][N:23]([CH3:22])[CH2:28][CH2:27]3)[CH:34]=2)[S:3][CH:4]=1. (2) Given the reactants [O:1]=[C:2]1[C@@H:6](OS(C)(=O)=O)[CH2:5][CH2:4][NH:3]1.[CH3:12][O:13][C:14]1[CH:19]=[CH:18][C:17]([C:20]([CH:22]2[CH2:27][CH2:26][NH:25][CH2:24][CH2:23]2)=[O:21])=[CH:16][C:15]=1[CH3:28].CCN(C(C)C)C(C)C, predict the reaction product. The product is: [CH3:12][O:13][C:14]1[CH:19]=[CH:18][C:17]([C:20]([CH:22]2[CH2:27][CH2:26][N:25]([C@@H:6]3[CH2:5][CH2:4][NH:3][C:2]3=[O:1])[CH2:24][CH2:23]2)=[O:21])=[CH:16][C:15]=1[CH3:28]. (3) Given the reactants [CH3:1][O:2][C:3]1[C:8]2[CH2:9][CH2:10][CH2:11][CH:12]([N:14]3[CH2:19][CH2:18][O:17][CH2:16][CH2:15]3)[CH2:13][C:7]=2[CH:6]=[CH:5][C:4]=1[NH2:20].Cl[C:22]1[N:27]=[C:26]([NH:28][C:29]2[CH:34]=[CH:33][C:32]([N:35]3[CH2:40][CH2:39][O:38][CH2:37][CH2:36]3)=[CH:31][C:30]=2[O:41][CH3:42])[C:25]([Cl:43])=[CH:24][N:23]=1, predict the reaction product. The product is: [Cl:43][C:25]1[C:26]([NH:28][C:29]2[CH:34]=[CH:33][C:32]([N:35]3[CH2:36][CH2:37][O:38][CH2:39][CH2:40]3)=[CH:31][C:30]=2[O:41][CH3:42])=[N:27][C:22]([NH:20][C:4]2[CH:5]=[CH:6][C:7]3[CH2:13][CH:12]([N:14]4[CH2:19][CH2:18][O:17][CH2:16][CH2:15]4)[CH2:11][CH2:10][CH2:9][C:8]=3[C:3]=2[O:2][CH3:1])=[N:23][CH:24]=1.